Dataset: Reaction yield outcomes from USPTO patents with 853,638 reactions. Task: Predict the reaction yield, written as a fraction of the theoretical maximum amount of product (1.0 means a 100% yield; for example, 0.34 means a 34% yield). (1) The reactants are [N:1]12[CH2:11]CCN=[C:7]1CCCC[CH2:2]2.Cl.[NH2:13][CH2:14][C:15]1[CH:23]=[CH:22][CH:21]=[C:20]2[C:16]=1[C:17](=[O:33])[N:18]([CH:25]1[CH2:30][CH2:29][C:28](=[O:31])[NH:27][C:26]1=[O:32])[C:19]2=[O:24].ClC(Cl)([O:37]C(=O)OC(Cl)(Cl)Cl)Cl.CNC.C1COCC1. The catalyst is C(#N)C. The product is [O:32]=[C:26]1[CH:25]([N:18]2[C:17](=[O:33])[C:16]3[C:20](=[CH:21][CH:22]=[CH:23][C:15]=3[CH2:14][NH:13][C:2](=[O:37])[N:1]([CH3:11])[CH3:7])[C:19]2=[O:24])[CH2:30][CH2:29][C:28](=[O:31])[NH:27]1. The yield is 0.360. (2) The reactants are [CH3:1][C@@:2]1([C:7]([OH:9])=[O:8])[CH2:6][CH2:5][CH2:4][NH:3]1.[CH2:10]=O.O.[H][H]. The catalyst is [Pd].CO. The product is [CH3:10][N:3]1[CH2:4][CH2:5][CH2:6][C@@:2]1([CH3:1])[C:7]([OH:9])=[O:8]. The yield is 1.00.